Dataset: Forward reaction prediction with 1.9M reactions from USPTO patents (1976-2016). Task: Predict the product of the given reaction. (1) The product is: [S:10]1[CH:14]=[CH:13][C:12]([C:2]2[CH:9]=[CH:8][CH:7]=[CH:6][C:3]=2[CH:4]=[O:5])=[CH:11]1. Given the reactants Br[C:2]1[CH:9]=[CH:8][CH:7]=[CH:6][C:3]=1[CH:4]=[O:5].[S:10]1[CH:14]=[CH:13][C:12](B(O)O)=[CH:11]1.C([O-])([O-])=O.[Na+].[Na+], predict the reaction product. (2) Given the reactants C[O:2][C:3](=[O:44])[C:4]1[CH:9]=[CH:8][C:7]([O:10][CH2:11][CH2:12][CH2:13][O:14]/[N:15]=[CH:16]/[C:17]2[CH:22]=[CH:21][C:20]([C:23]([CH3:26])([CH3:25])[CH3:24])=[CH:19][CH:18]=2)=[CH:6][C:5]=1[NH:27][C:28](=[O:43])/[CH:29]=[CH:30]/[C:31]1[CH:36]=[CH:35][C:34]([C:37]2[CH:42]=[CH:41][CH:40]=[CH:39][CH:38]=2)=[CH:33][CH:32]=1.[OH-].[K+], predict the reaction product. The product is: [C:34]1([C:37]2[CH:42]=[CH:41][CH:40]=[CH:39][CH:38]=2)[CH:33]=[CH:32][C:31](/[CH:30]=[CH:29]/[C:28]([NH:27][C:5]2[CH:6]=[C:7]([O:10][CH2:11][CH2:12][CH2:13][O:14]/[N:15]=[CH:16]/[C:17]3[CH:18]=[CH:19][C:20]([C:23]([CH3:26])([CH3:25])[CH3:24])=[CH:21][CH:22]=3)[CH:8]=[CH:9][C:4]=2[C:3]([OH:44])=[O:2])=[O:43])=[CH:36][CH:35]=1. (3) Given the reactants Cl[C:2]1[N:7]=[CH:6][C:5]([O:8][CH2:9][CH:10]2[CH2:15][CH2:14][N:13]([C:16]([O:18][C:19]([CH3:22])([CH3:21])[CH3:20])=[O:17])[CH2:12][CH2:11]2)=[CH:4][CH:3]=1.[CH3:23][S:24]([C:27]1[CH:32]=[CH:31][C:30](B(O)O)=[CH:29][CH:28]=1)(=[O:26])=[O:25].C([O-])([O-])=O.[Cs+].[Cs+], predict the reaction product. The product is: [CH3:23][S:24]([C:27]1[CH:32]=[CH:31][C:30]([C:2]2[N:7]=[CH:6][C:5]([O:8][CH2:9][CH:10]3[CH2:15][CH2:14][N:13]([C:16]([O:18][C:19]([CH3:22])([CH3:21])[CH3:20])=[O:17])[CH2:12][CH2:11]3)=[CH:4][CH:3]=2)=[CH:29][CH:28]=1)(=[O:26])=[O:25]. (4) Given the reactants [Na+:1].[Cl-:2].[Cl-].[K+:4].[OH:5][P:6]([O-:9])([OH:8])=[O:7].[K+], predict the reaction product. The product is: [OH:7][P:6]([O-:9])([OH:8])=[O:5].[OH:7][P:6]([O-:9])([O-:8])=[O:5].[Na+:1].[Na+:1].[Na+:1].[Cl-:2].[Cl-:2].[K+:4].[K+:4]. (5) Given the reactants [CH3:1][O:2][C:3]1[C:8]([O:9][CH3:10])=[CH:7][CH:6]=[CH:5][C:4]=1[C@@H:11]1[C:17]2[CH:18]=[C:19]([F:22])[CH:20]=[CH:21][C:16]=2[N:15]2[CH:23]=[CH:24][CH:25]=[C:14]2[C@@H:13]([CH2:26][CH2:27][N:28]2[N:32]=[N:31][C:30]([CH2:33][C:34]([O:36]CC)=[O:35])=[N:29]2)[O:12]1.C(=O)([O-])[O-].[K+].[K+].Cl.C(OC(C)C)(C)C, predict the reaction product. The product is: [CH3:1][O:2][C:3]1[C:8]([O:9][CH3:10])=[CH:7][CH:6]=[CH:5][C:4]=1[C@@H:11]1[C:17]2[CH:18]=[C:19]([F:22])[CH:20]=[CH:21][C:16]=2[N:15]2[CH:23]=[CH:24][CH:25]=[C:14]2[C@@H:13]([CH2:26][CH2:27][N:28]2[N:32]=[N:31][C:30]([CH2:33][C:34]([OH:36])=[O:35])=[N:29]2)[O:12]1. (6) Given the reactants [Cl:1][C:2]1[CH:21]=[CH:20][C:19]([C:22]2[C:27]([OH:28])=[CH:26][CH:25]=[CH:24][N:23]=2)=[CH:18][C:3]=1[C:4]([NH:6][CH2:7][C:8]12[CH2:17][CH:12]3[CH2:13][CH:14]([CH2:16][CH:10]([CH2:11]3)[CH2:9]1)[CH2:15]2)=[O:5].C(=O)([O-])[O-].[K+].[K+].Cl[CH2:36][C:37]#[N:38], predict the reaction product. The product is: [Cl:1][C:2]1[CH:21]=[CH:20][C:19]([C:22]2[C:27]([O:28][CH2:36][C:37]#[N:38])=[CH:26][CH:25]=[CH:24][N:23]=2)=[CH:18][C:3]=1[C:4]([NH:6][CH2:7][C:8]12[CH2:9][CH:10]3[CH2:16][CH:14]([CH2:13][CH:12]([CH2:11]3)[CH2:17]1)[CH2:15]2)=[O:5].